This data is from Catalyst prediction with 721,799 reactions and 888 catalyst types from USPTO. The task is: Predict which catalyst facilitates the given reaction. (1) Reactant: [Br:1][C:2]1[CH:3]=[CH:4][C:5]([O:8][CH2:9][CH2:10][CH2:11][OH:12])=[N:6][CH:7]=1.[H-].[Na+].[CH3:15][O:16][C:17]1[CH:24]=[CH:23][CH:22]=[CH:21][C:18]=1[CH2:19]Cl. Product: [Br:1][C:2]1[CH:3]=[CH:4][C:5]([O:8][CH2:9][CH2:10][CH2:11][O:12][CH2:19][C:18]2[CH:21]=[CH:22][CH:23]=[CH:24][C:17]=2[O:16][CH3:15])=[N:6][CH:7]=1. The catalyst class is: 3. (2) Reactant: ClC(Cl)(Cl)C([N:5]1[CH2:10][CH2:9][N:8]([C:11]2[CH:16]=[C:15]([S:17]([N:20]3[C:28]4[C:23](=[C:24]([F:29])[CH:25]=[CH:26][CH:27]=4)[CH:22]=[CH:21]3)(=[O:19])=[O:18])[CH:14]=[CH:13][C:12]=2[O:30][CH3:31])[CH2:7][CH2:6]1)=O.[OH-].[K+]. Product: [F:29][C:24]1[CH:25]=[CH:26][CH:27]=[C:28]2[C:23]=1[CH:22]=[CH:21][N:20]2[S:17]([C:15]1[CH:14]=[CH:13][C:12]([O:30][CH3:31])=[C:11]([N:8]2[CH2:9][CH2:10][NH:5][CH2:6][CH2:7]2)[CH:16]=1)(=[O:19])=[O:18]. The catalyst class is: 1.